Predict which catalyst facilitates the given reaction. From a dataset of Catalyst prediction with 721,799 reactions and 888 catalyst types from USPTO. (1) Reactant: [N:1]1[C:10]2[C:5](=[CH:6][CH:7]=[CH:8][C:9]=2[OH:11])[CH:4]=[CH:3][CH:2]=1.C(=O)([O-])[O-].[Cs+].[Cs+].[F:18][C@H:19]1[C@@H:24](OS(C)(=O)=O)[CH2:23][CH2:22][N:21]([C:30]([O:32][C:33]([CH3:36])([CH3:35])[CH3:34])=[O:31])[CH2:20]1.C(Cl)Cl. Product: [F:18][C@H:19]1[C@H:24]([O:11][C:9]2[CH:8]=[CH:7][CH:6]=[C:5]3[C:10]=2[N:1]=[CH:2][CH:3]=[CH:4]3)[CH2:23][CH2:22][N:21]([C:30]([O:32][C:33]([CH3:36])([CH3:35])[CH3:34])=[O:31])[CH2:20]1. The catalyst class is: 31. (2) Reactant: [CH3:1][C:2]1[C:6]([C:7]2[CH:8]=[C:9]3[C:13](=[CH:14][CH:15]=2)[NH:12][C:11](=[O:16])[C:10]3(O)[C:17]2[CH:21]=[CH:20][S:19][CH:18]=2)=[C:5]([CH3:23])[O:4][N:3]=1.C([SiH](CC)CC)C. Product: [CH3:1][C:2]1[C:6]([C:7]2[CH:8]=[C:9]3[C:13](=[CH:14][CH:15]=2)[NH:12][C:11](=[O:16])[CH:10]3[C:17]2[CH:21]=[CH:20][S:19][CH:18]=2)=[C:5]([CH3:23])[O:4][N:3]=1. The catalyst class is: 55. (3) Reactant: C([O:8][C:9]1[C:14]([CH2:15][N:16]2[CH2:25][CH2:24][C:23]3[C:18](=[C:19]([Cl:33])[C:20]([O:26][CH:27]([CH3:32])[C:28]([F:31])([F:30])[F:29])=[CH:21][CH:22]=3)[C:17]2=[O:34])=[C:13]([CH3:35])[CH:12]=[C:11]([CH3:36])[N:10]=1)C1C=CC=CC=1.C(O)(C(F)(F)F)=O. Product: [Cl:33][C:19]1[C:20]([O:26][CH:27]([CH3:32])[C:28]([F:31])([F:29])[F:30])=[CH:21][CH:22]=[C:23]2[C:18]=1[C:17](=[O:34])[N:16]([CH2:15][C:14]1[C:9](=[O:8])[NH:10][C:11]([CH3:36])=[CH:12][C:13]=1[CH3:35])[CH2:25][CH2:24]2. The catalyst class is: 2.